From a dataset of TCR-epitope binding with 47,182 pairs between 192 epitopes and 23,139 TCRs. Binary Classification. Given a T-cell receptor sequence (or CDR3 region) and an epitope sequence, predict whether binding occurs between them. The epitope is AVFDRKSDAK. The TCR CDR3 sequence is CASSFHRNAEAFF. Result: 1 (the TCR binds to the epitope).